Dataset: Full USPTO retrosynthesis dataset with 1.9M reactions from patents (1976-2016). Task: Predict the reactants needed to synthesize the given product. Given the product [ClH:38].[C:1]([C@@:3]1([CH:35]([CH3:37])[CH3:36])[CH2:7][CH2:6][N:5]([C:8]2[CH:13]=[CH:12][N:11]=[C:10]([NH:14][C:15]3[CH:27]=[CH:26][C:18]([C:19]([OH:21])=[O:20])=[C:17]([O:28][CH2:29][C:30]([F:31])([F:33])[F:32])[CH:16]=3)[N:9]=2)[C:4]1=[O:34])#[N:2], predict the reactants needed to synthesize it. The reactants are: [C:1]([C@@:3]1([CH:35]([CH3:37])[CH3:36])[CH2:7][CH2:6][N:5]([C:8]2[CH:13]=[CH:12][N:11]=[C:10]([NH:14][C:15]3[CH:27]=[CH:26][C:18]([C:19]([O:21]C(C)(C)C)=[O:20])=[C:17]([O:28][CH2:29][C:30]([F:33])([F:32])[F:31])[CH:16]=3)[N:9]=2)[C:4]1=[O:34])#[N:2].[ClH:38].